Regression. Given two drug SMILES strings and cell line genomic features, predict the synergy score measuring deviation from expected non-interaction effect. From a dataset of NCI-60 drug combinations with 297,098 pairs across 59 cell lines. (1) Synergy scores: CSS=35.3, Synergy_ZIP=-10.4, Synergy_Bliss=-9.26, Synergy_Loewe=-8.19, Synergy_HSA=-7.07. Cell line: U251. Drug 1: CC12CCC(CC1=CCC3C2CCC4(C3CC=C4C5=CN=CC=C5)C)O. Drug 2: C1=C(C(=O)NC(=O)N1)F. (2) Drug 1: CS(=O)(=O)CCNCC1=CC=C(O1)C2=CC3=C(C=C2)N=CN=C3NC4=CC(=C(C=C4)OCC5=CC(=CC=C5)F)Cl. Drug 2: C1C(C(OC1N2C=NC(=NC2=O)N)CO)O. Cell line: CCRF-CEM. Synergy scores: CSS=30.9, Synergy_ZIP=1.35, Synergy_Bliss=-0.145, Synergy_Loewe=-22.8, Synergy_HSA=-1.67.